This data is from Forward reaction prediction with 1.9M reactions from USPTO patents (1976-2016). The task is: Predict the product of the given reaction. (1) Given the reactants [CH:1]1([NH2:4])[CH2:3][CH2:2]1.C(N(CC)CC)C.Cl[C:13](=[O:19])[C:14]([O:16][CH2:17][CH3:18])=[O:15], predict the reaction product. The product is: [CH:1]1([NH:4][C:13](=[O:19])[C:14]([O:16][CH2:17][CH3:18])=[O:15])[CH2:3][CH2:2]1. (2) Given the reactants [C:1]([C:3]1[CH:8]=[CH:7][C:6]([CH2:9][C@@:10]([NH:36][C:37](=[O:49])[C:38]2[CH:43]=[CH:42][C:41]([F:44])=[C:40]([C:45]([F:48])([F:47])[F:46])[CH:39]=2)([C:25]2[CH:30]=[CH:29][C:28]([F:31])=[C:27]([C:32]([F:35])([F:34])[F:33])[CH:26]=2)[C:11]2[CH:16]=[C:15]([O:17][C:18]([F:23])([F:22])[CH:19]([F:21])[F:20])[CH:14]=[C:13]([F:24])[CH:12]=2)=[CH:5][CH:4]=1)#[N:2].[H-].[H-].[H-].[H-].[Li+].[Al+3], predict the reaction product. The product is: [NH2:2][CH2:1][C:3]1[CH:4]=[CH:5][C:6]([CH2:9][C@@:10]([NH:36][C:37](=[O:49])[C:38]2[CH:43]=[CH:42][C:41]([F:44])=[C:40]([C:45]([F:48])([F:47])[F:46])[CH:39]=2)([C:25]2[CH:30]=[CH:29][C:28]([F:31])=[C:27]([C:32]([F:33])([F:34])[F:35])[CH:26]=2)[C:11]2[CH:16]=[C:15]([O:17][C:18]([F:22])([F:23])[CH:19]([F:20])[F:21])[CH:14]=[C:13]([F:24])[CH:12]=2)=[CH:7][CH:8]=1. (3) Given the reactants [Cl:1][C:2]1[CH:3]=[CH:4][N:5]2[C:10]=1[C:9](=[O:11])[N:8]([C:12]1[CH:17]=[CH:16][CH:15]=[CH:14][CH:13]=1)[C:7]([C@@H:18]1[CH2:22][S:21](=[O:23])[CH2:20][N:19]1[C:24]1[N:32]=[CH:31][N:30]=[C:29]3[C:25]=1[N:26]=[CH:27][N:28]3C1CCCCO1)=[N:6]2.C([O-])(O)=O.[Na+], predict the reaction product. The product is: [Cl:1][C:2]1[CH:3]=[CH:4][N:5]2[C:10]=1[C:9](=[O:11])[N:8]([C:12]1[CH:17]=[CH:16][CH:15]=[CH:14][CH:13]=1)[C:7]([C@@H:18]1[CH2:22][S:21](=[O:23])[CH2:20][N:19]1[C:24]1[N:32]=[CH:31][N:30]=[C:29]3[C:25]=1[N:26]=[CH:27][NH:28]3)=[N:6]2. (4) Given the reactants [OH:1][C:2]1[C:9]([OH:10])=[C:8]([OH:11])[CH:7]=[CH:6][C:3]=1[CH:4]=O.[C:12]([NH:15][CH2:16][C:17]([OH:19])=O)(=[O:14])[CH3:13].[CH3:20][C:21]([O-:23])=O.[Na+].O.[CH3:26][C:27](OC(C)=O)=[O:28], predict the reaction product. The product is: [C:12]([NH:15][C:16]1[C:17](=[O:19])[O:1][C:2]2[C:3]([CH:4]=1)=[CH:6][CH:7]=[C:8]([O:11][C:27](=[O:28])[CH3:26])[C:9]=2[O:10][C:21](=[O:23])[CH3:20])(=[O:14])[CH3:13]. (5) Given the reactants C[O:2][C:3]([C:5]1[S:6][C:7]([C:37]2[CH:42]=[CH:41][CH:40]=[CH:39][CH:38]=2)=[CH:8][C:9]=1[N:10]([C:27](=[O:36])[C:28]1[CH:33]=[CH:32][C:31]([Cl:34])=[CH:30][C:29]=1[Cl:35])[CH2:11][C:12]1[O:13][C:14]([C:17]2[CH:22]=[CH:21][CH:20]=[C:19]([C:23]([F:26])([F:25])[F:24])[CH:18]=2)=[CH:15][CH:16]=1)=[O:4].[OH-].[Li+].Cl, predict the reaction product. The product is: [Cl:35][C:29]1[CH:30]=[C:31]([Cl:34])[CH:32]=[CH:33][C:28]=1[C:27]([N:10]([CH2:11][C:12]1[O:13][C:14]([C:17]2[CH:22]=[CH:21][CH:20]=[C:19]([C:23]([F:24])([F:25])[F:26])[CH:18]=2)=[CH:15][CH:16]=1)[C:9]1[CH:8]=[C:7]([C:37]2[CH:38]=[CH:39][CH:40]=[CH:41][CH:42]=2)[S:6][C:5]=1[C:3]([OH:4])=[O:2])=[O:36].